This data is from Experimentally validated miRNA-target interactions with 360,000+ pairs, plus equal number of negative samples. The task is: Binary Classification. Given a miRNA mature sequence and a target amino acid sequence, predict their likelihood of interaction. (1) The miRNA is hsa-miR-132-5p with sequence ACCGUGGCUUUCGAUUGUUACU. The protein sequence of the target gene is MTKFGFLRLSYEKQDTLLKLLILSMAAVLSFSTRLFAVLRFESVIHEFDPYFNYRTTRFLAEEGFYKFHNWFDDRAWYPLGRIIGGTIYPGLMITSAAIYHVLHFFHITIDIRNVCVFLAPLFSSFTTIVTYHLTKELKDAGAGLLAAAMIAVVPGYISRSVAGSYDNEGIAIFCMLLTYYMWIKAVKTGSICWAAKCALAYFYMVSSWGGYVFLINLIPLHVLVLMLTGRFSHRIYVAYCTVYCLGTILSMQISFVGFQPVLSSEHMAAFGVFGLCQIHAFVDYLRSKLNPQQFEVLFR.... Result: 0 (no interaction). (2) The miRNA is mmu-miR-18a-5p with sequence UAAGGUGCAUCUAGUGCAGAUAG. The protein sequence of the target gene is METPKETAVESSGPKVLETAEEIQHRRAEVLNQYQRFKDRVAERGQKLEESYHYQVFRRDADDLEKWIMEKLEIAKDKTYEPTNIQGKYQKHESFVSEVQAKSRVLPELEEIREARFAEDHFAHEATKTHLKQLRLLWDLLLELTQEKSDVLLRALKFYQYSQECEDILEWVKEKEAIVTLVELGDDWERTEVLHKKFEEFQEELTARKGKVDRVNQYANECAQEKHPKLPEIKAKQDEVNAAWDRLWSLALKRRESLSNAADLQRFKRDVNEAIQWMEEKEPQLTSEDYGKDLVSSEAL.... Result: 0 (no interaction).